From a dataset of Full USPTO retrosynthesis dataset with 1.9M reactions from patents (1976-2016). Predict the reactants needed to synthesize the given product. (1) Given the product [CH3:23][C:18]1[CH:17]=[C:16]([CH:15]=[C:14]([CH3:13])[C:19]=1[N+:20]([O-:22])=[O:21])[O:24][C:2]1[CH:3]=[CH:4][C:5]([N+:10]([O-:12])=[O:11])=[C:6]([NH:8][CH3:9])[CH:7]=1, predict the reactants needed to synthesize it. The reactants are: Cl[C:2]1[CH:3]=[CH:4][C:5]([N+:10]([O-:12])=[O:11])=[C:6]([NH:8][CH3:9])[CH:7]=1.[CH3:13][C:14]1[CH:15]=[C:16]([OH:24])[CH:17]=[C:18]([CH3:23])[C:19]=1[N+:20]([O-:22])=[O:21].CC(C)([O-])C.[K+].Cl. (2) Given the product [Br:8][C:5]1[CH:6]=[CH:7][C:2]([C:9]([CH3:11])=[CH2:10])=[N:3][CH:4]=1, predict the reactants needed to synthesize it. The reactants are: I[C:2]1[CH:7]=[CH:6][C:5]([Br:8])=[CH:4][N:3]=1.[C:9](B1OC(C)(C)C(C)(C)O1)([CH3:11])=[CH2:10].P([O-])([O-])([O-])=O.[K+].[K+].[K+]. (3) Given the product [Cl:1][C:2]1[CH:3]=[C:4]([CH:8]=[CH:9][C:10]=1[F:11])[C:5]([N:53]([C@@H:49]([CH:50]([CH3:52])[CH3:51])[CH2:48][N:44]1[CH2:45][CH2:46][CH2:47][C:42]([F:55])([F:41])[CH2:43]1)[CH3:54])=[O:7], predict the reactants needed to synthesize it. The reactants are: [Cl:1][C:2]1[CH:3]=[C:4]([CH:8]=[CH:9][C:10]=1[F:11])[C:5]([OH:7])=O.CN(C(ON1N=NC2C=CC=CC1=2)=[N+](C)C)C.[B-](F)(F)(F)F.CN1CCOCC1.[F:41][C:42]1([F:55])[CH2:47][CH2:46][CH2:45][N:44]([CH2:48][C@@H:49]([NH:53][CH3:54])[CH:50]([CH3:52])[CH3:51])[CH2:43]1. (4) Given the product [F:25][C:2]([F:24])([F:1])[CH2:3][CH2:4][CH2:5][O:6][C:7]1[CH:12]=[CH:11][N:10]=[C:9]([CH2:13][S:14]([C:15]2[NH:16][C:17]3[CH:23]=[CH:22][CH:21]=[CH:20][C:18]=3[N:19]=2)=[O:34])[CH:8]=1, predict the reactants needed to synthesize it. The reactants are: [F:1][C:2]([F:25])([F:24])[CH2:3][CH2:4][CH2:5][O:6][C:7]1[CH:12]=[CH:11][N:10]=[C:9]([CH2:13][S:14][C:15]2[NH:19][C:18]3[CH:20]=[CH:21][CH:22]=[CH:23][C:17]=3[N:16]=2)[CH:8]=1.ClC1C=CC=C(C(OO)=[O:34])C=1.C(=O)(O)[O-].[Na+]. (5) Given the product [CH2:22]([N:29]1[CH:33]=[CH:32][C:31]([NH:34][C:8](=[O:10])[C:7]2[CH:11]=[C:12]([O:14][CH2:15][CH2:16][C:17]3[CH:21]=[CH:20][S:19][CH:18]=3)[CH:13]=[C:5]([O:4][CH:1]([CH3:2])[CH3:3])[CH:6]=2)=[N:30]1)[C:23]1[CH:24]=[CH:25][CH:26]=[CH:27][CH:28]=1, predict the reactants needed to synthesize it. The reactants are: [CH:1]([O:4][C:5]1[CH:6]=[C:7]([CH:11]=[C:12]([O:14][CH2:15][CH2:16][C:17]2[CH:21]=[CH:20][S:19][CH:18]=2)[CH:13]=1)[C:8]([OH:10])=O)([CH3:3])[CH3:2].[CH2:22]([N:29]1[CH:33]=[CH:32][C:31]([NH2:34])=[N:30]1)[C:23]1[CH:28]=[CH:27][CH:26]=[CH:25][CH:24]=1.